From a dataset of Forward reaction prediction with 1.9M reactions from USPTO patents (1976-2016). Predict the product of the given reaction. (1) Given the reactants [OH-].[K+].[F:3][C:4]1[C:13]([F:14])=[C:12](C(OC)=O)[C:11]([F:19])=[C:10]([F:20])[C:5]=1[C:6]([O:8][CH3:9])=[O:7].[H][H], predict the reaction product. The product is: [F:3][C:4]1[C:13]([F:14])=[CH:12][C:11]([F:19])=[C:10]([F:20])[C:5]=1[C:6]([O:8][CH3:9])=[O:7]. (2) Given the reactants [Si]([O:18][C:19]1[CH:20]=[C:21]([C:25]2[N:33]=[C:32]3[C:28]([NH:29][C:30](=[O:41])[N:31]3[CH2:34][CH:35]3[CH2:40][CH2:39][O:38][CH2:37][CH2:36]3)=[C:27]([C:42](OC)=[O:43])[N:26]=2)[CH:22]=[CH:23][CH:24]=1)(C(C)(C)C)(C1C=CC=CC=1)C1C=CC=CC=1.[NH2:46]C1C(C(OC)=O)=NC(C2C=CC=C(O[Si](C(C)(C)C)(C3C=CC=CC=3)C3C=CC=CC=3)C=2)=NC=1NCC1CCOCC1, predict the reaction product. The product is: [OH:18][C:19]1[CH:20]=[C:21]([C:25]2[N:33]=[C:32]3[C:28]([NH:29][C:30](=[O:41])[N:31]3[CH2:34][CH:35]3[CH2:36][CH2:37][O:38][CH2:39][CH2:40]3)=[C:27]([C:42]([NH2:46])=[O:43])[N:26]=2)[CH:22]=[CH:23][CH:24]=1. (3) Given the reactants B.[Na].[Br-].[Li+].B(OC)(OC)OC.C[O:13][C:14]([CH2:16][C:17]1[S:18][CH:19]=[CH:20][C:21]=1[C:22](OC)=[O:23])=O, predict the reaction product. The product is: [OH:23][CH2:22][C:21]1[CH:20]=[CH:19][S:18][C:17]=1[CH2:16][CH2:14][OH:13]. (4) Given the reactants [Br:1][C:2]1[C:6]2=[N:7][CH:8]=[CH:9][N:10]=[C:5]2[NH:4][CH:3]=1.[H-].[Na+].[C:13]1([S:19](Cl)(=[O:21])=[O:20])[CH:18]=[CH:17][CH:16]=[CH:15][CH:14]=1, predict the reaction product. The product is: [Br:1][C:2]1([S:19]([C:13]2[CH:18]=[CH:17][CH:16]=[CH:15][CH:14]=2)(=[O:21])=[O:20])[C:6]2=[N:7][CH:8]=[CH:9][N:10]=[C:5]2[NH:4][CH2:3]1. (5) The product is: [Cl:7][C:8]1[N:13]=[C:12]([NH:20][CH:16]2[CH2:19][CH2:18][CH2:17]2)[C:11]([Cl:15])=[CH:10][N:9]=1. Given the reactants C(=O)([O-])[O-].[K+].[K+].[Cl:7][C:8]1[N:13]=[C:12](Cl)[C:11]([Cl:15])=[CH:10][N:9]=1.[CH:16]1([NH2:20])[CH2:19][CH2:18][CH2:17]1, predict the reaction product. (6) Given the reactants [F:1][C:2]([F:17])([F:16])[C:3]1[CH:8]=[CH:7][C:6]([CH2:9][NH2:10])=[C:5]([N:11]2[CH:15]=[N:14][CH:13]=[N:12]2)[CH:4]=1.ClC(Cl)(O[C:22](=[O:28])OC(Cl)(Cl)Cl)Cl.[N-:30]=[C:31]=O.CO.[CH3:35][N:36]([CH:38]=[O:39])C, predict the reaction product. The product is: [F:17][C:2]([F:16])([F:1])[C:3]1[CH:8]=[CH:7][C:6]([CH2:9][NH:10][C:38]([NH:36][C:35]2[C:31]3[NH:30][C:22](=[O:28])[NH:10][C:9]=3[CH:6]=[CH:5][CH:4]=2)=[O:39])=[C:5]([N:11]2[CH:15]=[N:14][CH:13]=[N:12]2)[CH:4]=1. (7) Given the reactants [F:1][C:2]1[CH:35]=[CH:34][C:5]([CH2:6][N:7]2[C:15]3[C:10](=[CH:11][CH:12]=[CH:13][CH:14]=3)[C:9]3[C:16]([C:27]4[CH:32]=[CH:31][C:30]([CH3:33])=[CH:29][CH:28]=4)=[C:17]([CH2:22][C:23]([O:25][CH3:26])=[O:24])[N:18]([CH3:21])[C:19](=[O:20])[C:8]2=3)=[CH:4][CH:3]=1.[Li+].C[Si]([N-][Si](C)(C)C)(C)C.CC1(C)[C@]23C4(ON4S(=O)(=[O:54])C2)C[C@H]1CC3.Cl, predict the reaction product. The product is: [F:1][C:2]1[CH:3]=[CH:4][C:5]([CH2:6][N:7]2[C:15]3[C:10](=[CH:11][CH:12]=[CH:13][CH:14]=3)[C:9]3[C:16]([C:27]4[CH:28]=[CH:29][C:30]([CH3:33])=[CH:31][CH:32]=4)=[C:17]([CH:22]([OH:54])[C:23]([O:25][CH3:26])=[O:24])[N:18]([CH3:21])[C:19](=[O:20])[C:8]2=3)=[CH:34][CH:35]=1. (8) Given the reactants [CH3:1][C:2]([O:4][C:5]([CH3:7])=[O:6])=O.OC/[CH:10]=[C:11](/[CH2:13][CH2:14]/[CH:15]=[C:16](\[CH2:18][CH2:19][CH:20]=[C:21]([CH3:23])[CH3:22])/[CH3:17])\C.CCN(CC)CC, predict the reaction product. The product is: [C:5]([O:4][CH2:2]/[CH:1]=[C:11](/[CH2:13][CH2:14]/[CH:15]=[C:16](\[CH2:18][CH2:19][CH:20]=[C:21]([CH3:22])[CH3:23])/[CH3:17])\[CH3:10])(=[O:6])[CH3:7]. (9) Given the reactants [C:1]([O:5][C:6]([N:8]1[CH2:13][CH2:12][CH2:11][CH2:10][C@@H:9]1[C:14](O)=[O:15])=[O:7])([CH3:4])([CH3:3])[CH3:2].B.O1CCCC1.O, predict the reaction product. The product is: [C:1]([O:5][C:6]([N:8]1[CH2:13][CH2:12][CH2:11][CH2:10][C@@H:9]1[CH2:14][OH:15])=[O:7])([CH3:4])([CH3:3])[CH3:2].